From a dataset of TCR-epitope binding with 47,182 pairs between 192 epitopes and 23,139 TCRs. Binary Classification. Given a T-cell receptor sequence (or CDR3 region) and an epitope sequence, predict whether binding occurs between them. (1) The epitope is NEGVKAAW. The TCR CDR3 sequence is CASSQTENTEAFF. Result: 0 (the TCR does not bind to the epitope). (2) The epitope is GVAMPNLYK. The TCR CDR3 sequence is CASIDRTIGNQPQHF. Result: 0 (the TCR does not bind to the epitope).